This data is from Reaction yield outcomes from USPTO patents with 853,638 reactions. The task is: Predict the reaction yield, written as a fraction of the theoretical maximum amount of product (1.0 means a 100% yield; for example, 0.34 means a 34% yield). (1) The reactants are [OH:1][C@H:2]1[C@H:7]([NH:8][C:9](=[O:15])[O:10][C:11]([CH3:14])([CH3:13])[CH3:12])[CH:6]=[C:5]([C:16]2[CH:21]=[CH:20][N:19]=[CH:18][C:17]=2[N+:22]([O-:24])=[O:23])[CH2:4][C@@H:3]1[CH3:25].I[CH3:27]. The catalyst is C1COCC1.[Ag]=O. The product is [CH3:27][O:1][C@H:2]1[C@H:7]([NH:8][C:9](=[O:15])[O:10][C:11]([CH3:12])([CH3:13])[CH3:14])[CH:6]=[C:5]([C:16]2[CH:21]=[CH:20][N:19]=[CH:18][C:17]=2[N+:22]([O-:24])=[O:23])[CH2:4][C@@H:3]1[CH3:25]. The yield is 0.350. (2) The reactants are Br[C:2]1[CH:3]=[CH:4][C:5]([N+:8]([O-:10])=[O:9])=[N:6][CH:7]=1.[CH:11]12[NH:18][CH:15]([CH2:16][CH2:17]1)[CH2:14][N:13]([C:19]([O:21][C:22]([CH3:25])([CH3:24])[CH3:23])=[O:20])[CH2:12]2.C(=O)([O-])[O-].[Cs+].[Cs+]. The catalyst is C1C=CC(/C=C/C(/C=C/C2C=CC=CC=2)=O)=CC=1.C1C=CC(/C=C/C(/C=C/C2C=CC=CC=2)=O)=CC=1.C1C=CC(/C=C/C(/C=C/C2C=CC=CC=2)=O)=CC=1.[Pd].[Pd].CC1(C)C2C(=C(P(C3C=CC=CC=3)C3C=CC=CC=3)C=CC=2)OC2C(P(C3C=CC=CC=3)C3C=CC=CC=3)=CC=CC1=2.O1CCOCC1. The product is [N+:8]([C:5]1[N:6]=[CH:7][C:2]([N:18]2[CH:11]3[CH2:17][CH2:16][CH:15]2[CH2:14][N:13]([C:19]([O:21][C:22]([CH3:25])([CH3:24])[CH3:23])=[O:20])[CH2:12]3)=[CH:3][CH:4]=1)([O-:10])=[O:9]. The yield is 0.668. (3) The reactants are Br[C:2]1[CH:11]=[C:10]2[C:5]([C:6]([C:16]([O:18][CH3:19])=[O:17])=[CH:7][C:8]([C:12]([O:14][CH3:15])=[O:13])=[N:9]2)=[CH:4][CH:3]=1.CC1(C)C(C)(C)OB([C:28]2[CH:33]=[CH:32][C:31]([OH:34])=[CH:30][CH:29]=2)O1.C1(P(C2C=CC=CC=2)C2C=CC=CC=2)C=CC=CC=1.[O-]P([O-])([O-])=O.[K+].[K+].[K+].O. The catalyst is O1CCOCC1.C([O-])(=O)C.[Pd+2].C([O-])(=O)C.CCOC(C)=O. The product is [OH:34][C:31]1[CH:32]=[CH:33][C:28]([C:2]2[CH:11]=[C:10]3[C:5]([C:6]([C:16]([O:18][CH3:19])=[O:17])=[CH:7][C:8]([C:12]([O:14][CH3:15])=[O:13])=[N:9]3)=[CH:4][CH:3]=2)=[CH:29][CH:30]=1. The yield is 0.510. (4) The reactants are C[Si](C)(C)CCOC[N:7]1[C:11]2[N:12]=[CH:13][N:14]=[C:15]([C:16]3[CH:17]=[N:18][N:19]([CH:21]([CH2:25][C:26]#[N:27])[CH2:22][C:23]#[N:24])[CH:20]=3)[C:10]=2[CH:9]=[CH:8]1.C(#N)C.F[B-](F)(F)F.[Li+].[OH-].[NH4+]. The catalyst is O. The product is [N:12]1[C:11]2[NH:7][CH:8]=[CH:9][C:10]=2[C:15]([C:16]2[CH:17]=[N:18][N:19]([CH:21]([CH2:22][C:23]#[N:24])[CH2:25][C:26]#[N:27])[CH:20]=2)=[N:14][CH:13]=1. The yield is 0.910. (5) The reactants are Br[C:2]1[C:3]([NH:9][CH2:10][C:11]([O:13]CC)=O)=[N:4][CH:5]=[C:6]([Br:8])[N:7]=1.[CH3:16][O:17][CH2:18][CH2:19][NH2:20].C(N(C(C)C)CC)(C)C.C(OCC)(=O)C.O. The catalyst is CS(C)=O.C(O)(=O)C. The product is [Br:8][C:6]1[N:7]=[C:2]2[N:20]([CH2:19][CH2:18][O:17][CH3:16])[C:11](=[O:13])[CH2:10][NH:9][C:3]2=[N:4][CH:5]=1. The yield is 0.270. (6) The reactants are [C:1]([C:5]1[CH:10]=[CH:9][C:8]([N+:11]([O-:13])=[O:12])=[CH:7][CH:6]=1)([CH3:4])([CH3:3])[CH3:2].[Br:14]Br.S([O-])(O)=O.[Na+]. The catalyst is S(=O)(=O)(O)O.S([O-])([O-])(=O)=O.[Ag+2]. The product is [Br:14][C:10]1[CH:9]=[C:8]([N+:11]([O-:13])=[O:12])[CH:7]=[CH:6][C:5]=1[C:1]([CH3:4])([CH3:2])[CH3:3]. The yield is 0.980. (7) The reactants are O[C@@H:2]([CH3:22])[C@H:3]([NH:7][C:8]([O:10][CH2:11][CH2:12][CH2:13][CH2:14][CH2:15][C:16]1[CH:21]=[CH:20][CH:19]=[CH:18][CH:17]=1)=[O:9])[C:4]([OH:6])=[O:5].CCN(CC)CC.CN(C(ON1N=NC2C=CC=CC1=2)=[N+](C)C)C.[B-](F)(F)(F)F. The catalyst is C(Cl)Cl. The product is [C:16]1([CH2:15][CH2:14][CH2:13][CH2:12][CH2:11][O:10][C:8](=[O:9])[NH:7][C@@H:3]2[C:4](=[O:6])[O:5][C@H:2]2[CH3:22])[CH:21]=[CH:20][CH:19]=[CH:18][CH:17]=1. The yield is 0.760. (8) The reactants are [CH3:1][S:2][C:3]1[CH:56]=[CH:55][CH:54]=[CH:53][C:4]=1[CH2:5][N:6]1[C:11]([CH3:12])=[CH:10][C:9]([O:13][CH2:14][C:15]2[CH:50]=[CH:49][CH:48]=[CH:47][C:16]=2[CH2:17][NH:18][C:19]([NH:21][C:22]2[N:26]([C:27]3[CH:32]=[CH:31][CH:30]=[C:29]([O:33][CH2:34][CH2:35][O:36]C4CCCCO4)[CH:28]=3)[N:25]=[C:24]([C:43]([CH3:46])([CH3:45])[CH3:44])[CH:23]=2)=[O:20])=[C:8]([Cl:51])[C:7]1=[O:52].O.C1(C)C=CC(S(O)(=O)=O)=CC=1. The catalyst is CO. The product is [CH3:1][S:2][C:3]1[CH:56]=[CH:55][CH:54]=[CH:53][C:4]=1[CH2:5][N:6]1[C:11]([CH3:12])=[CH:10][C:9]([O:13][CH2:14][C:15]2[CH:50]=[CH:49][CH:48]=[CH:47][C:16]=2[CH2:17][NH:18][C:19]([NH:21][C:22]2[N:26]([C:27]3[CH:32]=[CH:31][CH:30]=[C:29]([O:33][CH2:34][CH2:35][OH:36])[CH:28]=3)[N:25]=[C:24]([C:43]([CH3:46])([CH3:45])[CH3:44])[CH:23]=2)=[O:20])=[C:8]([Cl:51])[C:7]1=[O:52]. The yield is 0.350.